Dataset: Catalyst prediction with 721,799 reactions and 888 catalyst types from USPTO. Task: Predict which catalyst facilitates the given reaction. (1) Reactant: [CH:1]([C:3]1[CH2:8][CH2:7][CH2:6][C:5](=[O:9])[CH:4]=1)=[CH2:2].[CH2:10]([NH:13][CH2:14][CH2:15][CH3:16])[CH2:11][CH3:12].C([O-])([O-])=O.[Cs+].[Cs+].[K+].[Br-]. Product: [CH2:10]([N:13]([CH2:14][CH2:15][CH3:16])[CH2:2][CH2:1][C:3]1[CH2:8][CH2:7][CH2:6][C:5](=[O:9])[CH:4]=1)[CH2:11][CH3:12]. The catalyst class is: 753. (2) Product: [CH3:29][S:30]([O:8][C@H:9]([C:23]1[CH:28]=[CH:27][CH:26]=[CH:25][N:24]=1)[C@H:10]1[O:15][CH2:14][CH2:13][N:12]([C:16]([O:18][C:19]([CH3:22])([CH3:21])[CH3:20])=[O:17])[CH2:11]1)(=[O:32])=[O:31]. Reactant: C(N(CC)CC)C.[OH:8][C@H:9]([C:23]1[CH:28]=[CH:27][CH:26]=[CH:25][N:24]=1)[C@H:10]1[O:15][CH2:14][CH2:13][N:12]([C:16]([O:18][C:19]([CH3:22])([CH3:21])[CH3:20])=[O:17])[CH2:11]1.[CH3:29][S:30](Cl)(=[O:32])=[O:31].C([O-])(O)=O.[Na+]. The catalyst class is: 34. (3) Reactant: [CH:1]1([N:5]2[CH2:10][CH2:9][N:8]([C:11](=[O:19])[CH2:12][N:13]3[CH2:18][CH2:17][NH:16][CH2:15][CH2:14]3)[CH2:7][CH2:6]2)[CH2:4][CH2:3][CH2:2]1.[Cl:20][C:21]1[N:22]=[N:23][C:24](Cl)=[CH:25][CH:26]=1.C([O-])([O-])=O.[K+].[K+]. Product: [Cl:20][C:21]1[N:22]=[N:23][C:24]([N:16]2[CH2:15][CH2:14][N:13]([CH2:12][C:11]([N:8]3[CH2:9][CH2:10][N:5]([CH:1]4[CH2:2][CH2:3][CH2:4]4)[CH2:6][CH2:7]3)=[O:19])[CH2:18][CH2:17]2)=[CH:25][CH:26]=1. The catalyst class is: 16. (4) Product: [Si:1]([O:18][CH2:19][C@@H:20]1[C@@H:27]2[C@@H:23]([O:24][CH:25]([OH:28])[CH2:26]2)[CH2:22][C@@H:21]1[F:29])([C:14]([CH3:16])([CH3:17])[CH3:15])([C:8]1[CH:13]=[CH:12][CH:11]=[CH:10][CH:9]=1)[C:2]1[CH:7]=[CH:6][CH:5]=[CH:4][CH:3]=1. The catalyst class is: 1. Reactant: [Si:1]([O:18][CH2:19][C@@H:20]1[C@@H:27]2[C@@H:23]([O:24][C:25](=[O:28])[CH2:26]2)[CH2:22][C@@H:21]1[F:29])([C:14]([CH3:17])([CH3:16])[CH3:15])([C:8]1[CH:13]=[CH:12][CH:11]=[CH:10][CH:9]=1)[C:2]1[CH:7]=[CH:6][CH:5]=[CH:4][CH:3]=1.CC(C[AlH]CC(C)C)C. (5) The catalyst class is: 8. Product: [NH2:26][C:15]1[C:16]([C:18]2[CH:23]=[CH:22][C:21]([Cl:24])=[CH:20][C:19]=2[Cl:25])=[N:17][C:12]([NH:11][CH2:10][CH2:9][NH:8][C:6]2[CH:5]=[CH:4][C:3]([N+:37]([O-:39])=[O:38])=[C:2]([NH2:1])[N:7]=2)=[N:13][CH:14]=1. Reactant: [NH2:1][C:2]1[N:7]=[C:6]([NH:8][CH2:9][CH2:10][NH:11][C:12]2[N:17]=[C:16]([C:18]3[CH:23]=[CH:22][C:21]([Cl:24])=[CH:20][C:19]=3[Cl:25])[C:15]([N:26]3C(=O)C4C(=CC=CC=4)C3=O)=[CH:14][N:13]=2)[CH:5]=[CH:4][C:3]=1[N+:37]([O-:39])=[O:38].NN. (6) Reactant: [Cl:1][C:2]1[N:10]=[CH:9][CH:8]=[CH:7][C:3]=1[C:4](O)=[O:5].Cl.CN.[CH3:14][N:15](C)CCCN=C=NCC.ON1C2C=CC=CC=2N=N1.[OH-].[Na+]. Product: [CH3:14][NH:15][C:4](=[O:5])[C:3]1[CH:7]=[CH:8][CH:9]=[N:10][C:2]=1[Cl:1]. The catalyst class is: 9. (7) Reactant: [C:1]([NH:4][C:5](=[N:7]/[N:8]=[CH:9]/[C:10]1[CH:11]=[C:12]2[C:18]([CH3:19])=[N:17][NH:16][C:13]2=[N:14][CH:15]=1)[SH:6])(=[O:3])[CH3:2].C(OO)(=O)C. Product: [CH3:19][C:18]1[C:12]2[C:13](=[N:14][CH:15]=[C:10]([C:9]3[S:6][C:5]([NH:4][C:1](=[O:3])[CH3:2])=[N:7][N:8]=3)[CH:11]=2)[NH:16][N:17]=1. The catalyst class is: 15.